This data is from Full USPTO retrosynthesis dataset with 1.9M reactions from patents (1976-2016). The task is: Predict the reactants needed to synthesize the given product. Given the product [CH2:74]([O:81][C:82](=[O:90])[CH2:83][C@@H:84]([NH:89][C:37](=[O:38])[CH2:36][CH2:35][CH2:34][CH2:33][CH2:32][CH2:31][CH2:30][O:29][CH2:28][C:27]1[C:26]([F:25])=[C:42]([F:43])[C:41]([O:44][CH3:45])=[C:40]([F:46])[C:39]=1[F:47])[CH2:85][N:86]([CH3:87])[CH3:88])[C:75]1[CH:80]=[CH:79][CH:78]=[CH:77][CH:76]=1, predict the reactants needed to synthesize it. The reactants are: C(O)CCCCCCCO.FC1C(F)=C(OC)C(F)=C(F)C=1CBr.[F:25][C:26]1[C:42]([F:43])=[C:41]([O:44][CH3:45])[C:40]([F:46])=[C:39]([F:47])[C:27]=1[CH2:28][O:29][CH2:30][CH2:31][CH2:32][CH2:33][CH2:34][CH2:35][CH2:36][CH2:37][OH:38].FC1C(F)=C(OC)C(F)=C(F)C=1COCCCCCCCC(O)=O.Cl.Cl.[CH2:74]([O:81][C:82](=[O:90])[CH2:83][C@@H:84]([NH2:89])[CH2:85][N:86]([CH3:88])[CH3:87])[C:75]1[CH:80]=[CH:79][CH:78]=[CH:77][CH:76]=1.